Dataset: Forward reaction prediction with 1.9M reactions from USPTO patents (1976-2016). Task: Predict the product of the given reaction. (1) Given the reactants [F:1][C:2]1[CH:3]=[C:4]([C:8]2[C:16](=O)[N:15]3[C:11]([NH:12][C:13]4[CH:21]=[CH:20][CH:19]=[CH:18][C:14]=43)=[C:10]([C:22]#[N:23])[C:9]=2[CH3:24])[CH:5]=[CH:6][CH:7]=1.P(Cl)(Cl)([Cl:27])=O, predict the reaction product. The product is: [Cl:27][C:16]1[N:15]2[C:11](=[N:12][C:13]3[CH:21]=[CH:20][CH:19]=[CH:18][C:14]=32)[C:10]([C:22]#[N:23])=[C:9]([CH3:24])[C:8]=1[C:4]1[CH:5]=[CH:6][CH:7]=[C:2]([F:1])[CH:3]=1. (2) Given the reactants Br[C:2]1[CH:7]=[CH:6][C:5]([C:8]2[S:9][CH:10]=[CH:11][C:12]=2[NH:13][S:14]([CH:17]([CH3:19])[CH3:18])(=[O:16])=[O:15])=[CH:4][CH:3]=1.[B:20]1([B:20]2[O:24][C:23]([CH3:26])([CH3:25])[C:22]([CH3:28])([CH3:27])[O:21]2)[O:24][C:23]([CH3:26])([CH3:25])[C:22]([CH3:28])([CH3:27])[O:21]1.CC([O-])=O.[K+], predict the reaction product. The product is: [CH3:27][C:22]1([CH3:28])[C:23]([CH3:26])([CH3:25])[O:24][B:20]([C:2]2[CH:7]=[CH:6][C:5]([C:8]3[S:9][CH:10]=[CH:11][C:12]=3[NH:13][S:14]([CH:17]([CH3:19])[CH3:18])(=[O:16])=[O:15])=[CH:4][CH:3]=2)[O:21]1. (3) Given the reactants C[O:2][C:3]1[CH:8]=[CH:7][CH:6]=[CH:5][C:4]=1[C:9]1([C:13]([NH2:15])=[O:14])[CH2:12][CH2:11][CH2:10]1.B(Br)(Br)Br, predict the reaction product. The product is: [OH:2][C:3]1[CH:8]=[CH:7][CH:6]=[CH:5][C:4]=1[C:9]1([C:13]([NH2:15])=[O:14])[CH2:10][CH2:11][CH2:12]1. (4) The product is: [N+:1]([C:4]1[CH:9]=[CH:8][C:7]([CH3:10])=[C:6]([C:13]#[N:15])[C:5]=1[OH:12])([O-:3])=[O:2]. Given the reactants [N+:1]([C:4]1[CH:9]=[CH:8][C:7]([CH3:10])=[C:6](Br)[C:5]=1[OH:12])([O-:3])=[O:2].[CH2:13]([N:15](CC)CC)C.CN(C1C=CC=CN=1)C.[Cu]C#N, predict the reaction product.